From a dataset of Full USPTO retrosynthesis dataset with 1.9M reactions from patents (1976-2016). Predict the reactants needed to synthesize the given product. (1) Given the product [CH2:15]([C:13]1[S:14][C:10]2[C:9]3[CH:8]=[CH:7][C:6]([O:17][CH2:25][CH2:26][C:27]4[C:35]5[C:30](=[CH:31][CH:32]=[CH:33][CH:34]=5)[NH:29][CH:28]=4)=[CH:5][C:4]=3[N:3]=[C:2]([NH2:1])[C:11]=2[N:12]=1)[CH3:16], predict the reactants needed to synthesize it. The reactants are: [NH2:1][C:2]1[C:11]2[N:12]=[C:13]([CH2:15][CH3:16])[S:14][C:10]=2[C:9]2[CH:8]=[CH:7][C:6]([OH:17])=[CH:5][C:4]=2[N:3]=1.C(=O)([O-])[O-].[Cs+].[Cs+].Br[CH2:25][CH2:26][C:27]1[C:35]2[C:30](=[CH:31][CH:32]=[CH:33][CH:34]=2)[NH:29][CH:28]=1.CO. (2) Given the product [CH:10]1([CH:9]([O:5][C:1](=[O:6])[CH:2]=[CH:3][CH3:4])[CH3:8])[CH2:11][CH2:12][CH2:7][CH2:17]1, predict the reactants needed to synthesize it. The reactants are: [C:1]([OH:6])(=[O:5])/[CH:2]=[CH:3]/[CH3:4].[C:7]1([CH3:17])[CH:12]=[CH:11][C:10](S(O)(=O)=O)=[CH:9][CH:8]=1. (3) Given the product [Cl:20][CH2:21][CH2:22][CH2:23][CH2:24][CH:25]([C:26]1[NH:39][N:38]=[C:14]([NH:13][C:10]2[CH:11]=[CH:12][C:7]([N:5]3[CH:6]=[C:2]([Cl:1])[N:3]=[CH:4]3)=[C:8]([O:18][CH3:19])[CH:9]=2)[N:15]=1)[C:29]1[CH:34]=[C:33]([F:35])[C:32]([F:36])=[C:31]([F:37])[CH:30]=1, predict the reactants needed to synthesize it. The reactants are: [Cl:1][C:2]1[N:3]=[CH:4][N:5]([C:7]2[CH:12]=[CH:11][C:10]([NH:13][C:14](SC)=[NH:15])=[CH:9][C:8]=2[O:18][CH3:19])[CH:6]=1.[Cl:20][CH2:21][CH2:22][CH2:23][CH2:24][CH:25]([C:29]1[CH:34]=[C:33]([F:35])[C:32]([F:36])=[C:31]([F:37])[CH:30]=1)[C:26](O)=O.[NH2:38][NH2:39].